Dataset: NCI-60 drug combinations with 297,098 pairs across 59 cell lines. Task: Regression. Given two drug SMILES strings and cell line genomic features, predict the synergy score measuring deviation from expected non-interaction effect. (1) Drug 1: CC1=C2C(C(=O)C3(C(CC4C(C3C(C(C2(C)C)(CC1OC(=O)C(C(C5=CC=CC=C5)NC(=O)C6=CC=CC=C6)O)O)OC(=O)C7=CC=CC=C7)(CO4)OC(=O)C)O)C)OC(=O)C. Drug 2: C1CNP(=O)(OC1)N(CCCl)CCCl. Cell line: UACC-257. Synergy scores: CSS=25.8, Synergy_ZIP=-6.80, Synergy_Bliss=-2.25, Synergy_Loewe=-71.8, Synergy_HSA=-2.20. (2) Drug 1: CN(C)N=NC1=C(NC=N1)C(=O)N. Drug 2: CS(=O)(=O)CCNCC1=CC=C(O1)C2=CC3=C(C=C2)N=CN=C3NC4=CC(=C(C=C4)OCC5=CC(=CC=C5)F)Cl. Cell line: T-47D. Synergy scores: CSS=2.11, Synergy_ZIP=-0.353, Synergy_Bliss=-0.451, Synergy_Loewe=-7.65, Synergy_HSA=-1.65. (3) Drug 1: CC1C(C(CC(O1)OC2CC(CC3=C2C(=C4C(=C3O)C(=O)C5=C(C4=O)C(=CC=C5)OC)O)(C(=O)C)O)N)O.Cl. Drug 2: C1C(C(OC1N2C=C(C(=O)NC2=O)F)CO)O. Cell line: RPMI-8226. Synergy scores: CSS=77.3, Synergy_ZIP=5.91, Synergy_Bliss=5.27, Synergy_Loewe=9.99, Synergy_HSA=15.2.